Dataset: Forward reaction prediction with 1.9M reactions from USPTO patents (1976-2016). Task: Predict the product of the given reaction. Given the reactants [NH2:1][C:2]1[C:10]2[N:9]=[C:8]([CH3:11])[N:7]([CH3:12])[C:6]=2[CH:5]=[C:4]([C:13]([N:15]([CH3:17])[CH3:16])=[O:14])[CH:3]=1.[CH3:18][O:19][C:20]([NH:22][C:23]1[CH:30]=[CH:29][CH:28]=[C:27]([CH3:31])[C:24]=1[CH2:25]Cl)=[O:21].C(=O)([O-])[O-].[Na+].[Na+].[I-].[Na+], predict the reaction product. The product is: [CH3:17][N:15]([CH3:16])[C:13]([C:4]1[CH:3]=[C:2]([NH:1][CH2:25][C:24]2[C:27]([CH3:31])=[CH:28][CH:29]=[CH:30][C:23]=2[NH:22][C:20]([O:19][CH3:18])=[O:21])[C:10]2[N:9]=[C:8]([CH3:11])[N:7]([CH3:12])[C:6]=2[CH:5]=1)=[O:14].